Predict which catalyst facilitates the given reaction. From a dataset of Catalyst prediction with 721,799 reactions and 888 catalyst types from USPTO. (1) Reactant: [C:1]([C:3]1[CH:4]=[C:5]([C:9]2[CH:14]=[CH:13][CH:12]=[C:11]([CH2:15][NH:16][C:17](=[O:23])[O:18][C:19]([CH3:22])([CH3:21])[CH3:20])[CH:10]=2)[CH:6]=[CH:7][CH:8]=1)#[CH:2].I[C:25]1[CH:30]=[CH:29][CH:28]=[CH:27][C:26]=1[CH2:31][C:32]([O:34][CH3:35])=[O:33].C(NC(C)C)(C)C. Product: [C:19]([O:18][C:17]([NH:16][CH2:15][C:11]1[CH:10]=[C:9]([C:5]2[CH:6]=[CH:7][CH:8]=[C:3]([C:1]#[C:2][C:25]3[CH:30]=[CH:29][CH:28]=[CH:27][C:26]=3[CH2:31][C:32]([O:34][CH3:35])=[O:33])[CH:4]=2)[CH:14]=[CH:13][CH:12]=1)=[O:23])([CH3:20])([CH3:22])[CH3:21]. The catalyst class is: 109. (2) Reactant: [I:1][C:2]1[CH:7]=[CH:6][C:5]([C:8]2([C:11]([F:14])([F:13])[F:12])[NH:10][NH:9]2)=[CH:4][CH:3]=1.C(N(CC)CC)C.II. Product: [I:1][C:2]1[CH:3]=[CH:4][C:5]([C:8]2([C:11]([F:13])([F:12])[F:14])[N:9]=[N:10]2)=[CH:6][CH:7]=1. The catalyst class is: 5. (3) Reactant: [F:1][C:2]([F:19])([F:18])[C:3]1[N:8]=[CH:7][C:6]([CH2:9][O:10][C:11]2[CH:16]=[CH:15][NH:14][C:13](=[O:17])[CH:12]=2)=[CH:5][CH:4]=1.Br[C:21]1[CH:26]=[CH:25][C:24]2[C:27]3[CH2:33][CH2:32][N:31]([C:34]([O:36][C:37]([CH3:40])([CH3:39])[CH3:38])=[O:35])[CH2:30][CH2:29][C:28]=3[O:41][C:23]=2[CH:22]=1.C([O-])([O-])=O.[Cs+].[Cs+].CN[C@@H]1CCCC[C@H]1NC. Product: [O:17]=[C:13]1[CH:12]=[C:11]([O:10][CH2:9][C:6]2[CH:7]=[N:8][C:3]([C:2]([F:1])([F:18])[F:19])=[CH:4][CH:5]=2)[CH:16]=[CH:15][N:14]1[C:21]1[CH:26]=[CH:25][C:24]2[C:27]3[CH2:33][CH2:32][N:31]([C:34]([O:36][C:37]([CH3:39])([CH3:38])[CH3:40])=[O:35])[CH2:30][CH2:29][C:28]=3[O:41][C:23]=2[CH:22]=1. The catalyst class is: 432. (4) Reactant: [CH2:1]([O:3][C:4]([C:6]1[CH:7]=[C:8]2[C:13](=[CH:14][CH:15]=1)[NH:12][CH:11]([C:16]1[CH:21]=[C:20]([O:22][CH3:23])[CH:19]=[C:18]([Br:24])[CH:17]=1)[C:10]([CH3:26])([CH3:25])[CH:9]2O)=[O:5])[CH3:2].C([SiH](CC)CC)C. Product: [CH2:1]([O:3][C:4]([C:6]1[CH:7]=[C:8]2[C:13](=[CH:14][CH:15]=1)[NH:12][CH:11]([C:16]1[CH:21]=[C:20]([O:22][CH3:23])[CH:19]=[C:18]([Br:24])[CH:17]=1)[C:10]([CH3:25])([CH3:26])[CH2:9]2)=[O:5])[CH3:2]. The catalyst class is: 55. (5) Reactant: Br[CH2:2][CH2:3][CH2:4][OH:5].[Na+].[I-].C([O-])([O-])=O.[K+].[K+].[C:14]1([CH:20]([C:35]2[CH:40]=[CH:39][CH:38]=[CH:37][CH:36]=2)[CH2:21][NH:22][CH2:23][C:24]2[CH:29]=[CH:28][CH:27]=[C:26]([C:30]([F:33])([F:32])[F:31])[C:25]=2[Cl:34])[CH:19]=[CH:18][CH:17]=[CH:16][CH:15]=1. Product: [C:35]1([CH:20]([C:14]2[CH:19]=[CH:18][CH:17]=[CH:16][CH:15]=2)[CH2:21][N:22]([CH2:2][CH2:3][CH2:4][OH:5])[CH2:23][C:24]2[CH:29]=[CH:28][CH:27]=[C:26]([C:30]([F:31])([F:32])[F:33])[C:25]=2[Cl:34])[CH:36]=[CH:37][CH:38]=[CH:39][CH:40]=1. The catalyst class is: 10. (6) Reactant: [CH2:1]([O:8][C:9]1[CH:14]=[CH:13][C:12]([N+]([O-])=O)=[C:11](/[CH:18]=[CH:19]/[N+:20]([O-])=O)[C:10]=1[O:23][CH3:24])[C:2]1[CH:7]=[CH:6][CH:5]=[CH:4][CH:3]=1.C(O)(=O)C. Product: [CH2:1]([O:8][C:9]1[C:10]([O:23][CH3:24])=[C:11]2[C:12](=[CH:13][CH:14]=1)[NH:20][CH:19]=[CH:18]2)[C:2]1[CH:7]=[CH:6][CH:5]=[CH:4][CH:3]=1. The catalyst class is: 11. (7) The catalyst class is: 7. Product: [CH:1]([NH:4][C:5]1[C:10]([C:11]([OH:13])=[O:12])=[CH:9][N:8]=[C:7]([C:16]([F:18])([F:19])[F:17])[N:6]=1)([CH3:3])[CH3:2]. Reactant: [CH:1]([NH:4][C:5]1[C:10]([C:11]([O:13]CC)=[O:12])=[CH:9][N:8]=[C:7]([C:16]([F:19])([F:18])[F:17])[N:6]=1)([CH3:3])[CH3:2].[OH-].[Na+].